This data is from hERG Central: cardiac toxicity at 1µM, 10µM, and general inhibition. The task is: Predict hERG channel inhibition at various concentrations. The molecule is O=C(CN1CCN(Cc2ccccc2)CC1)Nc1nc2ccccc2s1. Results: hERG_inhib (hERG inhibition (general)): blocker.